Binary Classification. Given a T-cell receptor sequence (or CDR3 region) and an epitope sequence, predict whether binding occurs between them. From a dataset of TCR-epitope binding with 47,182 pairs between 192 epitopes and 23,139 TCRs. (1) The TCR CDR3 sequence is CSVVPSTEGFTDTQYF. Result: 0 (the TCR does not bind to the epitope). The epitope is MMISAGFSL. (2) The epitope is FPRPWLHGL. The TCR CDR3 sequence is CASSIQTGNSPLHF. Result: 1 (the TCR binds to the epitope). (3) The epitope is YVLDHLIVV. The TCR CDR3 sequence is CASSQVSGQGALRALEQFF. Result: 1 (the TCR binds to the epitope). (4) The epitope is GILGFVFTL. The TCR CDR3 sequence is CACSQRSATQEYF. Result: 1 (the TCR binds to the epitope). (5) The epitope is LLFGYPVYV. The TCR CDR3 sequence is CASSIGSGEAFF. Result: 1 (the TCR binds to the epitope).